Predict the reactants needed to synthesize the given product. From a dataset of Full USPTO retrosynthesis dataset with 1.9M reactions from patents (1976-2016). (1) Given the product [CH3:1][C:2]1[N:3]=[C:4]2[NH:7][C:24](=[O:25])[C:23]([CH2:22][C:19]3[CH:20]=[CH:21][C:16]([C:11]4[C:10]([C:8]#[N:9])=[CH:15][CH:14]=[CH:13][CH:12]=4)=[CH:17][CH:18]=3)=[C:29]([CH2:30][CH2:31][CH3:32])[N:5]2[N:6]=1, predict the reactants needed to synthesize it. The reactants are: [CH3:1][C:2]1[NH:3][C:4]([NH2:7])=[N:5][N:6]=1.[C:8]([C:10]1[CH:15]=[CH:14][CH:13]=[CH:12][C:11]=1[C:16]1[CH:21]=[CH:20][C:19]([CH2:22][CH:23]([C:29](=O)[CH2:30][CH2:31][CH3:32])[C:24](OCC)=[O:25])=[CH:18][CH:17]=1)#[N:9]. (2) Given the product [CH3:28][C:27]1[CH:29]=[CH:30][C:24]([S:21]([O:14][CH:11]2[CH2:12][CH2:13][CH:8]([O:7][C:2]3[N:3]=[CH:4][CH:5]=[CH:6][N:1]=3)[CH2:9][CH2:10]2)(=[O:23])=[O:22])=[CH:25][CH:26]=1, predict the reactants needed to synthesize it. The reactants are: [N:1]1[CH:6]=[CH:5][CH:4]=[N:3][C:2]=1[O:7][CH:8]1[CH2:13][CH2:12][CH:11]([OH:14])[CH2:10][CH2:9]1.N1C=CC=CC=1.[S:21](Cl)([C:24]1[CH:30]=[CH:29][C:27]([CH3:28])=[CH:26][CH:25]=1)(=[O:23])=[O:22]. (3) Given the product [Br-:10].[CH2:26]([N+:3]1[C:2]([Cl:1])=[C:6]([Cl:7])[N:5]([C:26]2[C:27]3[C:22](=[CH:21][CH:20]=[CH:19][CH:18]=3)[CH:23]=[CH:24][C:25]=2[CH2:11][CH3:12])[CH:4]=1)[CH2:27][CH2:18][CH2:19][CH2:20][CH2:21][CH2:22][CH3:23], predict the reactants needed to synthesize it. The reactants are: [Cl:1][C:2]1[N:3]=[CH:4][NH:5][C:6]=1[Cl:7].[OH-].[K+].[Br:10][CH2:11][CH3:12].[K+].[Br-].BrCC[C:18]1[C:27]2[C:22](=[CH:23][CH:24]=[CH:25][CH:26]=2)[CH:21]=[CH:20][CH:19]=1.